From a dataset of NCI-60 drug combinations with 297,098 pairs across 59 cell lines. Regression. Given two drug SMILES strings and cell line genomic features, predict the synergy score measuring deviation from expected non-interaction effect. (1) Drug 1: CC(CN1CC(=O)NC(=O)C1)N2CC(=O)NC(=O)C2. Drug 2: C(CCl)NC(=O)N(CCCl)N=O. Cell line: HL-60(TB). Synergy scores: CSS=57.0, Synergy_ZIP=-1.31, Synergy_Bliss=2.46, Synergy_Loewe=-3.26, Synergy_HSA=1.13. (2) Drug 1: CCCS(=O)(=O)NC1=C(C(=C(C=C1)F)C(=O)C2=CNC3=C2C=C(C=N3)C4=CC=C(C=C4)Cl)F. Synergy scores: CSS=38.4, Synergy_ZIP=12.4, Synergy_Bliss=13.6, Synergy_Loewe=-8.86, Synergy_HSA=11.4. Drug 2: C1C(C(OC1N2C=C(C(=O)NC2=O)F)CO)O. Cell line: OVCAR3. (3) Drug 1: C1CCN(CC1)CCOC2=CC=C(C=C2)C(=O)C3=C(SC4=C3C=CC(=C4)O)C5=CC=C(C=C5)O. Drug 2: COC1=C(C=C2C(=C1)N=CN=C2NC3=CC(=C(C=C3)F)Cl)OCCCN4CCOCC4. Cell line: HS 578T. Synergy scores: CSS=19.6, Synergy_ZIP=4.09, Synergy_Bliss=9.27, Synergy_Loewe=5.35, Synergy_HSA=5.58. (4) Drug 1: C1=CN(C=N1)CC(O)(P(=O)(O)O)P(=O)(O)O. Drug 2: CC12CCC3C(C1CCC2OP(=O)(O)O)CCC4=C3C=CC(=C4)OC(=O)N(CCCl)CCCl.[Na+]. Cell line: EKVX. Synergy scores: CSS=2.97, Synergy_ZIP=-3.10, Synergy_Bliss=-5.88, Synergy_Loewe=-4.24, Synergy_HSA=-4.43. (5) Cell line: MDA-MB-231. Drug 1: CC1=C(C=C(C=C1)NC2=NC=CC(=N2)N(C)C3=CC4=NN(C(=C4C=C3)C)C)S(=O)(=O)N.Cl. Drug 2: CN(C)N=NC1=C(NC=N1)C(=O)N. Synergy scores: CSS=-1.78, Synergy_ZIP=5.01, Synergy_Bliss=-1.66, Synergy_Loewe=-8.02, Synergy_HSA=-4.59. (6) Drug 1: C1CC(=O)NC(=O)C1N2CC3=C(C2=O)C=CC=C3N. Drug 2: C1CC(=O)NC(=O)C1N2C(=O)C3=CC=CC=C3C2=O. Cell line: A549. Synergy scores: CSS=7.30, Synergy_ZIP=-1.95, Synergy_Bliss=-1.28, Synergy_Loewe=-0.0809, Synergy_HSA=0.477. (7) Drug 1: C1CC(C1)(C(=O)O)C(=O)O.[NH2-].[NH2-].[Pt+2]. Drug 2: C1=NNC2=C1C(=O)NC=N2. Cell line: UACC-257. Synergy scores: CSS=-0.541, Synergy_ZIP=0.585, Synergy_Bliss=0.522, Synergy_Loewe=-2.87, Synergy_HSA=-1.49. (8) Drug 1: CN1CCC(CC1)COC2=C(C=C3C(=C2)N=CN=C3NC4=C(C=C(C=C4)Br)F)OC. Drug 2: C1CC(C1)(C(=O)O)C(=O)O.[NH2-].[NH2-].[Pt+2]. Cell line: CAKI-1. Synergy scores: CSS=49.4, Synergy_ZIP=-10.0, Synergy_Bliss=-3.39, Synergy_Loewe=-1.07, Synergy_HSA=2.65. (9) Drug 1: CS(=O)(=O)C1=CC(=C(C=C1)C(=O)NC2=CC(=C(C=C2)Cl)C3=CC=CC=N3)Cl. Drug 2: CC1=C(C=C(C=C1)NC(=O)C2=CC=C(C=C2)CN3CCN(CC3)C)NC4=NC=CC(=N4)C5=CN=CC=C5. Cell line: SR. Synergy scores: CSS=13.7, Synergy_ZIP=-5.87, Synergy_Bliss=-5.60, Synergy_Loewe=-8.27, Synergy_HSA=-6.13. (10) Drug 1: CCCS(=O)(=O)NC1=C(C(=C(C=C1)F)C(=O)C2=CNC3=C2C=C(C=N3)C4=CC=C(C=C4)Cl)F. Drug 2: CN1C(=O)N2C=NC(=C2N=N1)C(=O)N. Cell line: LOX IMVI. Synergy scores: CSS=33.7, Synergy_ZIP=0.0863, Synergy_Bliss=-0.681, Synergy_Loewe=-11.0, Synergy_HSA=1.58.